This data is from Catalyst prediction with 721,799 reactions and 888 catalyst types from USPTO. The task is: Predict which catalyst facilitates the given reaction. (1) Product: [F:38][C:33]1[CH:32]=[C:31]([C@@H:29]([NH:28][C:27](=[O:39])[C:26]2[CH:25]=[CH:24][CH:23]=[N:22][C:21]=2[NH:20][C@H:13]([C:14]2[CH:15]=[CH:16][CH:17]=[CH:18][CH:19]=2)[CH2:12][O:11][C:8]2[CH:9]=[CH:10][C:2]3[NH:1][C:45](=[O:46])[O:5][C:4](=[O:6])[C:3]=3[CH:7]=2)[CH3:30])[CH:36]=[CH:35][C:34]=1[F:37]. The catalyst class is: 9. Reactant: [NH2:1][C:2]1[CH:10]=[CH:9][C:8]([O:11][CH2:12][C@H:13]([NH:20][C:21]2[C:26]([C:27](=[O:39])[NH:28][C@H:29]([C:31]3[CH:36]=[CH:35][C:34]([F:37])=[C:33]([F:38])[CH:32]=3)[CH3:30])=[CH:25][CH:24]=[CH:23][N:22]=2)[C:14]2[CH:19]=[CH:18][CH:17]=[CH:16][CH:15]=2)=[CH:7][C:3]=1[C:4]([OH:6])=[O:5].C1N=CN([C:45](N2C=NC=C2)=[O:46])C=1.C(OCC)(=O)C. (2) The catalyst class is: 11. Product: [CH:24]([CH:27]1[CH2:32][CH2:31][CH:30]([O:1][C:2]2[CH:3]=[C:4]3[C:9](=[CH:10][CH:11]=2)[CH:8]=[C:7]([CH2:12][N:13]2[CH2:18][CH2:17][CH:16]([C:19]([O:21][CH2:22][CH3:23])=[O:20])[CH2:15][CH2:14]2)[CH:6]=[CH:5]3)[CH2:29][CH2:28]1)([CH3:26])[CH3:25]. Reactant: [OH:1][C:2]1[CH:3]=[C:4]2[C:9](=[CH:10][CH:11]=1)[CH:8]=[C:7]([CH2:12][N:13]1[CH2:18][CH2:17][CH:16]([C:19]([O:21][CH2:22][CH3:23])=[O:20])[CH2:15][CH2:14]1)[CH:6]=[CH:5]2.[CH:24]([CH:27]1[CH2:32][CH2:31][CH:30](O)[CH2:29][CH2:28]1)([CH3:26])[CH3:25].C1C=CC(P(C2C=CC=CC=2)C2C=CC=CC=2)=CC=1.CC(OC(/N=N/C(OC(C)C)=O)=O)C. (3) Reactant: [CH3:1][O:2][C:3]1[CH:8]=[CH:7][C:6]([C:9]2[O:13][C:12](NC3C=CC=CC=3)=[N:11][C:10]=2[C:21]([OH:23])=O)=[CH:5][CH:4]=1.O.O[N:26]1[C:30]2[CH:31]=[CH:32][CH:33]=[CH:34][C:29]=2N=N1.Cl.C[N:37](C)CCCN=C=NCC.N.O1CCOCC1. Product: [CH3:1][O:2][C:3]1[CH:4]=[CH:5][C:6]([C:9]2[O:13][C:12]([NH:26][C:30]3[CH:29]=[CH:34][CH:33]=[CH:32][CH:31]=3)=[N:11][C:10]=2[C:21]([NH2:37])=[O:23])=[CH:7][CH:8]=1. The catalyst class is: 3. (4) Reactant: [NH2:1][C:2]1[C:11]2[C:6](=[CH:7][CH:8]=[CH:9][CH:10]=2)[N:5]=[CH:4][CH:3]=1.Cl[C:13]([C:26]1[CH:31]=[CH:30][CH:29]=[CH:28][CH:27]=1)([C:20]1[CH:25]=[CH:24][CH:23]=[CH:22][CH:21]=1)[C:14]1[CH:19]=[CH:18][CH:17]=[CH:16][CH:15]=1.C(N(CC)CC)C.C(=O)(O)[O-].[Na+]. Product: [N:5]1[C:6]2[C:11](=[CH:10][CH:9]=[CH:8][CH:7]=2)[C:2]([NH:1][C:13]([C:14]2[CH:19]=[CH:18][CH:17]=[CH:16][CH:15]=2)([C:26]2[CH:27]=[CH:28][CH:29]=[CH:30][CH:31]=2)[C:20]2[CH:21]=[CH:22][CH:23]=[CH:24][CH:25]=2)=[CH:3][CH:4]=1. The catalyst class is: 2. (5) Reactant: [CH:1]1[C:10]2[C:5](=[CH:6][CH:7]=[CH:8][CH:9]=2)[CH:4]=[CH:3][C:2]=1[S:11]([N:14]1[CH:18]=[CH:17][C:16](/[CH:19]=[CH:20]/[C:21]([NH:23][O:24]C2CCCCO2)=[O:22])=[CH:15]1)(=[O:13])=[O:12].Cl. Product: [OH:24][NH:23][C:21](=[O:22])/[CH:20]=[CH:19]/[C:16]1[CH:17]=[CH:18][N:14]([S:11]([C:2]2[CH:3]=[CH:4][C:5]3[C:10](=[CH:9][CH:8]=[CH:7][CH:6]=3)[CH:1]=2)(=[O:13])=[O:12])[CH:15]=1. The catalyst class is: 5. (6) Reactant: [NH2:1][C:2]1[C:10]2[C:9]([C:11]3[CH:16]=[CH:15][C:14]([Cl:17])=[C:13]([Cl:18])[CH:12]=3)=[N:8][C:7](S(C)=O)=[N:6][C:5]=2[S:4][C:3]=1[C:22]([NH2:24])=[O:23].[NH2:25][CH2:26][CH2:27][CH:28]([OH:30])[CH3:29]. Product: [NH2:1][C:2]1[C:10]2[C:9]([C:11]3[CH:16]=[CH:15][C:14]([Cl:17])=[C:13]([Cl:18])[CH:12]=3)=[N:8][C:7]([NH:25][CH2:26][CH2:27][CH:28]([OH:30])[CH3:29])=[N:6][C:5]=2[S:4][C:3]=1[C:22]([NH2:24])=[O:23]. The catalyst class is: 16.